From a dataset of Forward reaction prediction with 1.9M reactions from USPTO patents (1976-2016). Predict the product of the given reaction. (1) Given the reactants Cl[C:2]1[N:7]=[C:6]([NH:8][C:9]([C:11]2([C:14]3[CH:15]=[CH:16][C:17]4[O:21][CH2:20][CH2:19][C:18]=4[CH:22]=3)[CH2:13][CH2:12]2)=[O:10])[CH:5]=[CH:4][C:3]=1[CH3:23].[CH3:24][O:25][C:26]1[N:31]=[CH:30][C:29](B(O)O)=[CH:28][CH:27]=1.C(=O)([O-])[O-].[Na+].[Na+], predict the reaction product. The product is: [O:21]1[C:17]2[CH:16]=[CH:15][C:14]([C:11]3([C:9]([NH:8][C:6]4[N:7]=[C:2]([C:29]5[CH:30]=[N:31][C:26]([O:25][CH3:24])=[CH:27][CH:28]=5)[C:3]([CH3:23])=[CH:4][CH:5]=4)=[O:10])[CH2:13][CH2:12]3)=[CH:22][C:18]=2[CH2:19][CH2:20]1. (2) Given the reactants [NH:1]1[CH:5]=[CH:4][C:3]([O:6][CH2:7][C:8]2[C:13]([CH3:14])=[CH:12][CH:11]=[CH:10][C:9]=2[N:15]2[C:19](=[O:20])[N:18]([CH3:21])[N:17]=[N:16]2)=[N:2]1.[CH3:22][N:23]1[C:31]2[C:26](=[CH:27][CH:28]=[CH:29][CH:30]=2)[CH:25]=[CH:24]1.II.C([O-])=O.[NH4+], predict the reaction product. The product is: [CH3:21][N:18]1[C:19](=[O:20])[N:15]([C:9]2[CH:10]=[CH:11][CH:12]=[C:13]([CH3:14])[C:8]=2[CH2:7][O:6][C:3]2[CH:4]=[CH:5][N:1]([C:24]3[N:23]([CH3:22])[C:31]4[C:26]([CH:25]=3)=[CH:27][CH:28]=[CH:29][CH:30]=4)[N:2]=2)[N:16]=[N:17]1. (3) Given the reactants [NH2:1][C:2]1[N:7]=[C:6]([C:8]#[N:9])[C:5]([C:10]2[CH:15]=[CH:14][C:13](Br)=[CH:12][C:11]=2[F:17])=[N:4][CH:3]=1.[C:18]([NH:22][S:23]([C:26]1[CH:31]=[CH:30][CH:29]=[CH:28][C:27]=1B(O)O)(=[O:25])=[O:24])([CH3:21])([CH3:20])[CH3:19], predict the reaction product. The product is: [NH2:1][C:2]1[N:7]=[C:6]([C:8]#[N:9])[C:5]([C:10]2[CH:15]=[CH:14][C:13]([C:27]3[C:26]([S:23]([NH:22][C:18]([CH3:21])([CH3:20])[CH3:19])(=[O:24])=[O:25])=[CH:31][CH:30]=[CH:29][CH:28]=3)=[CH:12][C:11]=2[F:17])=[N:4][CH:3]=1. (4) Given the reactants [F:1][C:2]1[CH:9]=[CH:8][C:5]([C:6]#[N:7])=[CH:4][CH:3]=1.[NH2:10][OH:11], predict the reaction product. The product is: [F:1][C:2]1[CH:9]=[CH:8][C:5]([C:6]([NH:10][OH:11])=[NH:7])=[CH:4][CH:3]=1. (5) Given the reactants [C:1]([O:5][C:6]([N:8]1[CH2:13][CH2:12][CH:11]([C:14]([OH:16])=O)[CH2:10][CH2:9]1)=[O:7])([CH3:4])([CH3:3])[CH3:2].C[N:18]1CCOCC1.C(O[CH:27]([CH3:29])[CH3:28])=O.ONC(=O)CCC.C[N:38]([CH3:41])C=O, predict the reaction product. The product is: [CH:27]([C:41]1[N:38]=[C:14]([CH:11]2[CH2:10][CH2:9][N:8]([C:6]([O:5][C:1]([CH3:2])([CH3:3])[CH3:4])=[O:7])[CH2:13][CH2:12]2)[O:16][N:18]=1)([CH3:29])[CH3:28]. (6) Given the reactants [I:1][C:2]1[CH:7]=[CH:6][C:5]([NH:8][C:9]2[C:13]3[CH:14]=[N:15][CH:16]=[CH:17][C:12]=3[O:11][C:10]=2[C:18]([O:20]CC)=O)=[CH:4][CH:3]=1.[OH-:23].[Na+].C1C=C[C:28]2N(O)N=N[C:29]=2[CH:30]=1.[NH2:35][OH:36].CCN(C(C)C)C(C)C.[CH2:46]1C[O:49][CH2:48][CH2:47]1, predict the reaction product. The product is: [CH3:30][C:29]1([CH3:28])[O:23][C@@H:47]([CH2:46][O:36][NH:35][C:18]([C:10]2[O:11][C:12]3[CH:17]=[CH:16][N:15]=[CH:14][C:13]=3[C:9]=2[NH:8][C:5]2[CH:4]=[CH:3][C:2]([I:1])=[CH:7][CH:6]=2)=[O:20])[CH2:48][O:49]1. (7) The product is: [CH:1]([C:4]1[CH:5]=[C:6]([CH:10]([CH3:14])[C:11](=[CH2:17])[CH:12]=[O:13])[CH:7]=[CH:8][CH:9]=1)([CH3:3])[CH3:2]. Given the reactants [CH:1]([C:4]1[CH:5]=[C:6]([CH:10]([CH3:14])[CH2:11][CH:12]=[O:13])[CH:7]=[CH:8][CH:9]=1)([CH3:3])[CH3:2].C=O.[C:17](O)(=O)CC.N1CCCC1.C([O-])(O)=O.[Na+], predict the reaction product. (8) Given the reactants [CH2:1]([N:8]1[CH2:12][CH2:11][CH2:10][CH:9]1[CH2:13]O)[C:2]1[CH:7]=[CH:6][CH:5]=[CH:4][CH:3]=1.S(Cl)([Cl:17])=O, predict the reaction product. The product is: [CH2:1]([N:8]1[CH2:12][CH2:11][CH2:10][CH:9]1[CH2:13][Cl:17])[C:2]1[CH:7]=[CH:6][CH:5]=[CH:4][CH:3]=1.